From a dataset of Full USPTO retrosynthesis dataset with 1.9M reactions from patents (1976-2016). Predict the reactants needed to synthesize the given product. (1) Given the product [C:1]([O:5][C:6]([N:8]1[CH2:13][CH2:12][N:11]([CH2:14][CH2:15][CH2:16][O:17][C:18]2[CH:23]=[CH:22][C:21]([C:24]([N:41]3[CH2:40][C:39]4[CH:38]=[N:37][N:36]([CH3:35])[C:45]=4[NH:44][C:43]4[CH:46]=[CH:47][CH:48]=[CH:49][C:42]3=4)=[O:26])=[CH:20][C:19]=2[F:27])[CH2:10][CH2:9]1)=[O:7])([CH3:3])([CH3:4])[CH3:2], predict the reactants needed to synthesize it. The reactants are: [C:1]([O:5][C:6]([N:8]1[CH2:13][CH2:12][N:11]([CH2:14][CH2:15][CH2:16][O:17][C:18]2[CH:23]=[CH:22][C:21]([C:24]([OH:26])=O)=[CH:20][C:19]=2[F:27])[CH2:10][CH2:9]1)=[O:7])([CH3:4])([CH3:3])[CH3:2].C(N(CC)CC)C.[CH3:35][N:36]1[C:45]2[NH:44][C:43]3[CH:46]=[CH:47][CH:48]=[CH:49][C:42]=3[NH:41][CH2:40][C:39]=2[CH:38]=[N:37]1. (2) Given the product [NH2:3][C:4]1[N:9]=[C:8]([CH3:10])[C:7]([CH2:11][C:12]2[CH:17]=[CH:16][C:15]([CH2:18][C:19]([OH:30])=[O:1])=[CH:14][C:13]=2[O:21][CH3:22])=[C:6]([NH:23][CH2:24][CH2:25][CH2:26][CH2:27][CH3:28])[N:5]=1, predict the reactants needed to synthesize it. The reactants are: [OH-:1].[K+].[NH2:3][C:4]1[N:9]=[C:8]([CH3:10])[C:7]([CH2:11][C:12]2[CH:17]=[CH:16][C:15]([CH2:18][C:19]#N)=[CH:14][C:13]=2[O:21][CH3:22])=[C:6]([NH:23][CH2:24][CH2:25][CH2:26][CH2:27][CH3:28])[N:5]=1.C[OH:30]. (3) Given the product [S:1]1[C:5]([CH2:6][CH2:7][O:8][S:22]([CH3:25])(=[O:24])=[O:23])=[CH:4][C:3]2[CH:9]=[CH:10][CH:11]=[CH:12][C:2]1=2, predict the reactants needed to synthesize it. The reactants are: [S:1]1[C:5]([CH2:6][CH2:7][OH:8])=[CH:4][C:3]2[CH:9]=[CH:10][CH:11]=[CH:12][C:2]1=2.CCN(C(C)C)C(C)C.[S:22](Cl)([CH3:25])(=[O:24])=[O:23]. (4) Given the product [Br:1][C:2]1[C:3]2[CH:11]=[CH:10][O:9][C:4]=2[C:5](=[O:8])[N:6]([CH3:14])[CH:7]=1, predict the reactants needed to synthesize it. The reactants are: [Br:1][C:2]1[C:3]2[CH:11]=[CH:10][O:9][C:4]=2[C:5](=[O:8])[NH:6][CH:7]=1.[H-].[Na+].[CH3:14]I. (5) Given the product [CH3:72][C:71]([NH:83][C:17]1[C:18](=[O:42])[N:19]([C:32]2[CH:33]=[CH:34][C:35]([C:38]([F:41])([F:39])[F:40])=[CH:36][CH:37]=2)[C@@H:20]([C:22]2[CH:27]=[CH:26][CH:25]=[C:24]([O:28][CH:29]3[CH2:31][CH2:30]3)[CH:23]=2)[CH:21]=1)([C:73]1[CH:74]=[N:75][C:76]([C:79]([F:81])([F:82])[F:80])=[CH:77][CH:78]=1)[CH3:70], predict the reactants needed to synthesize it. The reactants are: FC(F)(F)C(O)=O.C1([C@H](N[C:17]2[C:18](=[O:42])[N:19]([C:32]3[CH:37]=[CH:36][C:35]([C:38]([F:41])([F:40])[F:39])=[CH:34][CH:33]=3)[C@@H:20]([C:22]3[CH:27]=[CH:26][CH:25]=[C:24]([O:28][CH:29]4[CH2:31][CH2:30]4)[CH:23]=3)[CH:21]=2)C)C=CC=CC=1.C1(OC2C=C([C@@H]3N(C4C=CC(C(F)(F)F)=CC=4)C(=O)C(=O)C3)C=CC=2)CC1.[CH3:70][C:71]([NH2:83])([C:73]1[CH:74]=[N:75][C:76]([C:79]([F:82])([F:81])[F:80])=[CH:77][CH:78]=1)[CH3:72].C(O)(=O)C. (6) Given the product [Cl:1][C:2]1[C:11]2[C:6](=[CH:7][CH:8]=[C:9]([CH2:12][OH:13])[CH:10]=2)[N:5]=[C:4]([N:14]2[CH2:20][C:19]3[CH:21]=[CH:22][CH:23]=[CH:24][C:18]=3[S:17][CH2:16][CH2:15]2)[CH:3]=1, predict the reactants needed to synthesize it. The reactants are: [Cl:1][C:2]1[C:11]2[C:6](=[CH:7][CH:8]=[C:9]([CH2:12][OH:13])[CH:10]=2)[N:5]=[C:4]([N:14]2[CH2:20][C:19]3[CH:21]=[CH:22][CH:23]=[CH:24][C:18]=3[S:17](=O)(=O)[CH2:16][CH2:15]2)[CH:3]=1.ClC1C2C(=CC=C(C(OC)=O)C=2)N=C(N2CC3C=CC=CC=3SCC2)C=1.[BH4-].[Na+]. (7) Given the product [Cl:1][C:2]1[S:6][C:5]([N:7]2[C:8]([CH3:12])([CH3:11])[CH2:9][O:10][C:29]2=[O:31])=[N:4][C:3]=1[C:13]1[CH:14]=[CH:15][C:16]([C:17]#[N:18])=[CH:19][CH:20]=1, predict the reactants needed to synthesize it. The reactants are: [Cl:1][C:2]1[S:6][C:5]([NH:7][C:8]([CH3:12])([CH3:11])[CH2:9][OH:10])=[N:4][C:3]=1[C:13]1[CH:20]=[CH:19][C:16]([C:17]#[N:18])=[CH:15][CH:14]=1.C(N(CC)CC)C.Cl[C:29](Cl)([O:31]C(=O)OC(Cl)(Cl)Cl)Cl. (8) Given the product [ClH:33].[Cl:33][C:28]1[CH:29]=[C:30]2[C:25](=[CH:26][CH:27]=1)[N:24]=[C:23]([C:21]([NH:20][C@H:10]1[CH2:11][CH2:12][C@H:13]([C:15](=[O:19])[N:16]([CH3:18])[CH3:17])[CH2:14][C@H:9]1[NH:8][C:6]([C:43]1[S:44][C:38]3[CH2:37][N:36]([CH3:35])[CH2:41][CH2:40][C:39]=3[N:42]=1)=[O:7])=[O:22])[CH:32]=[CH:31]2, predict the reactants needed to synthesize it. The reactants are: C(O[C:6]([NH:8][C@@H:9]1[CH2:14][C@@H:13]([C:15](=[O:19])[N:16]([CH3:18])[CH3:17])[CH2:12][CH2:11][C@@H:10]1[NH:20][C:21]([C:23]1[CH:32]=[CH:31][C:30]2[C:25](=[CH:26][CH:27]=[C:28]([Cl:33])[CH:29]=2)[N:24]=1)=[O:22])=[O:7])(C)(C)C.Cl.[CH3:35][N:36]1[CH2:41][CH2:40][C:39]2[N:42]=[C:43](C([O-])=O)[S:44][C:38]=2[CH2:37]1.[Li+].